This data is from Reaction yield outcomes from USPTO patents with 853,638 reactions. The task is: Predict the reaction yield, written as a fraction of the theoretical maximum amount of product (1.0 means a 100% yield; for example, 0.34 means a 34% yield). (1) The reactants are [Cl:1][C:2]1[CH:3]=[C:4]2[C:10]([C:11]3[N:16]=[C:15]([NH:17][C@H:18]4[CH2:22][CH2:21][N:20](S(C)(=O)=O)[CH2:19]4)[C:14]([F:27])=[CH:13][N:12]=3)=[CH:9][NH:8][C:5]2=[N:6][CH:7]=1.[NH:28]1[CH2:33][CH2:32][O:31][CH:30]([C:34](O)=[O:35])[CH2:29]1. No catalyst specified. The product is [Cl:1][C:2]1[CH:3]=[C:4]2[C:10]([C:11]3[N:16]=[C:15]([NH:17][C@H:18]4[CH2:22][CH2:21][N:20]([C:34]([CH:30]5[O:31][CH2:32][CH2:33][NH:28][CH2:29]5)=[O:35])[CH2:19]4)[C:14]([F:27])=[CH:13][N:12]=3)=[CH:9][NH:8][C:5]2=[N:6][CH:7]=1. The yield is 0.0800. (2) The reactants are C(=O)([O-])[O-].[K+].[K+].[Br:7][C:8]1[CH:13]=[CH:12][CH:11]=[CH:10][C:9]=1B(O)O.Br[C:18]1[CH:23]=[C:22]([O:24][CH3:25])[CH:21]=[C:20]([O:26][CH3:27])[CH:19]=1.N#N.C1(P(C2C=CC=CC=2)C2C=CC=CC=2)C=CC=CC=1. The catalyst is C([O-])(=O)C.[Pd+2].C([O-])(=O)C.COCCOC.O. The product is [Br:7][C:8]1[CH:13]=[CH:12][CH:11]=[CH:10][C:9]=1[C:18]1[CH:23]=[C:22]([O:24][CH3:25])[CH:21]=[C:20]([O:26][CH3:27])[CH:19]=1. The yield is 0.480. (3) The reactants are [NH2:1][C:2]1[O:6][N:5]=[C:4]([CH3:7])[C:3]=1[Br:8].[C:9]([C:13]1[S:14][CH:15]=[CH:16][C:17]=1[S:18](Cl)(=[O:20])=[O:19])([O:11][CH3:12])=[O:10]. No catalyst specified. The product is [Br:8][C:3]1[C:4]([CH3:7])=[N:5][O:6][C:2]=1[NH:1][S:18]([C:17]1[CH:16]=[CH:15][S:14][C:13]=1[C:9]([O:11][CH3:12])=[O:10])(=[O:19])=[O:20]. The yield is 0.730. (4) The reactants are Cl[C:2]1[CH:7]=[C:6]([C:8]2[C:13]([CH3:14])=[CH:12][C:11]([CH3:15])=[CH:10][N:9]=2)[C:5]([Cl:16])=[CH:4][N:3]=1.[N:17]1([C:23]([O:25][C:26]([CH3:29])([CH3:28])[CH3:27])=[O:24])[CH2:22][CH2:21][NH:20][CH2:19][CH2:18]1.[F-].[Cs+]. The catalyst is CS(C)=O.CCOC(C)=O. The product is [Cl:16][C:5]1[C:6]([C:8]2[C:13]([CH3:14])=[CH:12][C:11]([CH3:15])=[CH:10][N:9]=2)=[CH:7][C:2]([N:20]2[CH2:19][CH2:18][N:17]([C:23]([O:25][C:26]([CH3:29])([CH3:28])[CH3:27])=[O:24])[CH2:22][CH2:21]2)=[N:3][CH:4]=1. The yield is 0.780. (5) The reactants are [AlH4-].[Li+].O1CCCC1.C[O:9][C:10](=O)[C:11]1[C:12](=[CH:17][C:18]([O:21][CH3:22])=[CH:19][CH:20]=1)[C:13](OC)=[O:14]. No catalyst specified. The product is [OH:14][CH2:13][C:12]1[CH:17]=[C:18]([O:21][CH3:22])[CH:19]=[CH:20][C:11]=1[CH2:10][OH:9]. The yield is 0.970. (6) The reactants are Br[C:2]1[C:3](=[O:10])[N:4]([CH3:9])[CH:5]=[C:6]([Br:8])[CH:7]=1.[NH2:11][C:12]1[N:17]=[CH:16][C:15]([N:18]2[CH2:23][CH2:22][N:21]([C:24]([O:26][C:27]([CH3:30])([CH3:29])[CH3:28])=[O:25])[C@@H:20]([CH3:31])[CH2:19]2)=[CH:14][CH:13]=1. No catalyst specified. The product is [Br:8][C:6]1[CH:7]=[C:2]([NH:11][C:12]2[N:17]=[CH:16][C:15]([N:18]3[CH2:23][CH2:22][N:21]([C:24]([O:26][C:27]([CH3:30])([CH3:29])[CH3:28])=[O:25])[C@@H:20]([CH3:31])[CH2:19]3)=[CH:14][CH:13]=2)[C:3](=[O:10])[N:4]([CH3:9])[CH:5]=1. The yield is 0.810. (7) The reactants are [CH:1]1[C:10]2[C:5](=[CH:6][CH:7]=[CH:8][CH:9]=2)[CH:4]=[CH:3][C:2]=1[C:11]([CH2:13][CH2:14][CH2:15][CH2:16][CH2:17][CH2:18][CH2:19]O)=[O:12].P(Br)(Br)[Br:22].C(=O)(O)[O-].[Na+]. The catalyst is CCOCC. The product is [Br:22][CH2:19][CH2:18][CH2:17][CH2:16][CH2:15][CH2:14][CH2:13][C:11]([C:2]1[CH:3]=[CH:4][C:5]2[C:10](=[CH:9][CH:8]=[CH:7][CH:6]=2)[CH:1]=1)=[O:12]. The yield is 0.700.